From a dataset of Retrosynthesis with 50K atom-mapped reactions and 10 reaction types from USPTO. Predict the reactants needed to synthesize the given product. (1) Given the product N#CSCCCCC(CC(F)(C(F)(F)F)C(F)(F)F)C(F)(F)F, predict the reactants needed to synthesize it. The reactants are: FC(F)(F)C(CCCCI)CC(F)(C(F)(F)F)C(F)(F)F.N#C[S-]. (2) Given the product COC(=O)c1cnc(N2CCC(NC(=O)c3[nH]c(C)c(Cl)c3Cl)C3(C2)OCCO3)s1, predict the reactants needed to synthesize it. The reactants are: COC(=O)c1cnc(Br)s1.Cc1[nH]c(C(=O)NC2CCNCC23OCCO3)c(Cl)c1Cl. (3) The reactants are: CC=O.CCN(c1ncccc1N)C1CCN(Cc2ccccc2)CC1. Given the product CCNc1cccnc1N(CC)C1CCN(Cc2ccccc2)CC1, predict the reactants needed to synthesize it. (4) Given the product CCCCCCCN(CC)C(=O)CCCc1ccc([N+](=O)[O-])cc1, predict the reactants needed to synthesize it. The reactants are: CCCCCCCNCC.O=C(O)CCCc1ccc([N+](=O)[O-])cc1. (5) Given the product CC(C)(O)Cn1ccc(NC(=O)[C@H](CC2CCCCC2)N2CC(Oc3c(F)ccc(Cl)c3F)=CC2=O)n1, predict the reactants needed to synthesize it. The reactants are: CC(C)(O)Cn1ccc(N)n1.O=C(O)[C@H](CC1CCCCC1)N1CC(Oc2c(F)ccc(Cl)c2F)=CC1=O.